From a dataset of Reaction yield outcomes from USPTO patents with 853,638 reactions. Predict the reaction yield, written as a fraction of the theoretical maximum amount of product (1.0 means a 100% yield; for example, 0.34 means a 34% yield). (1) The reactants are S(=O)(=O)(O)O.COC(=O)[NH:9][CH2:10][C@H:11]([CH2:16][C:17](=[O:27])N[C@H](C1C=CC=CC=1)C)[CH2:12][CH:13]([CH3:15])[CH3:14].[OH-:29].[Na+]. No catalyst specified. The product is [CH3:15][CH:13]([CH2:12][C@H:11]([CH2:10][NH2:9])[CH2:16][C:17]([OH:27])=[O:29])[CH3:14]. The yield is 0.504. (2) The reactants are [C:1]([CH2:4][C:5]1[C:9]2[C:10]([C:16](=[O:26])[CH2:17][C:18]3[C:23]([Cl:24])=[CH:22][N:21]=[CH:20][C:19]=3[Cl:25])=[CH:11][CH:12]=[C:13]([O:14][CH3:15])[C:8]=2[O:7][CH:6]=1)(O)=[O:2].[CH2:27]([NH2:34])[C:28]1[CH:33]=[CH:32][CH:31]=[CH:30][CH:29]=1. No catalyst specified. The product is [CH2:27]([NH:34][C:1]([CH2:4][C:5]1[C:9]2[C:10]([C:16](=[O:26])[CH2:17][C:18]3[C:23]([Cl:24])=[CH:22][N:21]=[CH:20][C:19]=3[Cl:25])=[CH:11][CH:12]=[C:13]([O:14][CH3:15])[C:8]=2[O:7][CH:6]=1)=[O:2])[C:28]1[CH:33]=[CH:32][CH:31]=[CH:30][CH:29]=1. The yield is 0.290.